From a dataset of TCR-epitope binding with 47,182 pairs between 192 epitopes and 23,139 TCRs. Binary Classification. Given a T-cell receptor sequence (or CDR3 region) and an epitope sequence, predict whether binding occurs between them. (1) The epitope is RIFTIGTVTLK. The TCR CDR3 sequence is CATSAGRQRDTGELFF. Result: 0 (the TCR does not bind to the epitope). (2) The TCR CDR3 sequence is CASSDSPYEQYF. Result: 0 (the TCR does not bind to the epitope). The epitope is TPGPGVRYPL. (3) The epitope is KRWIILGLNK. The TCR CDR3 sequence is CASSLRGIQTDSHNEQFF. Result: 1 (the TCR binds to the epitope). (4) The epitope is LEPLVDLPI. The TCR CDR3 sequence is CASSLARPQGDYGYTF. Result: 1 (the TCR binds to the epitope). (5) The epitope is YLQPRTFLL. The TCR CDR3 sequence is CSARDGTGWNTGELFF. Result: 1 (the TCR binds to the epitope). (6) The epitope is TTLPVNVAF. The TCR CDR3 sequence is CASSYSNQETQYF. Result: 0 (the TCR does not bind to the epitope). (7) The epitope is PKYVKQNTLKLAT. The TCR CDR3 sequence is CASVPGLSYEQYF. Result: 1 (the TCR binds to the epitope).